From a dataset of NCI-60 drug combinations with 297,098 pairs across 59 cell lines. Regression. Given two drug SMILES strings and cell line genomic features, predict the synergy score measuring deviation from expected non-interaction effect. (1) Drug 1: CC1=C2C(C(=O)C3(C(CC4C(C3C(C(C2(C)C)(CC1OC(=O)C(C(C5=CC=CC=C5)NC(=O)OC(C)(C)C)O)O)OC(=O)C6=CC=CC=C6)(CO4)OC(=O)C)O)C)O. Drug 2: CC12CCC3C(C1CCC2OP(=O)(O)O)CCC4=C3C=CC(=C4)OC(=O)N(CCCl)CCCl.[Na+]. Cell line: HT29. Synergy scores: CSS=70.6, Synergy_ZIP=10.7, Synergy_Bliss=7.92, Synergy_Loewe=-37.7, Synergy_HSA=12.0. (2) Drug 1: COC1=C(C=C2C(=C1)N=CN=C2NC3=CC(=C(C=C3)F)Cl)OCCCN4CCOCC4. Drug 2: C1CC(=O)NC(=O)C1N2C(=O)C3=CC=CC=C3C2=O. Cell line: MALME-3M. Synergy scores: CSS=15.9, Synergy_ZIP=-1.27, Synergy_Bliss=-1.42, Synergy_Loewe=-0.175, Synergy_HSA=-0.623. (3) Drug 1: C1CN1P(=S)(N2CC2)N3CC3. Drug 2: C1CNP(=O)(OC1)N(CCCl)CCCl. Cell line: NCI-H460. Synergy scores: CSS=28.0, Synergy_ZIP=0.678, Synergy_Bliss=-0.125, Synergy_Loewe=-33.4, Synergy_HSA=-1.22. (4) Synergy scores: CSS=0.857, Synergy_ZIP=5.43, Synergy_Bliss=8.61, Synergy_Loewe=3.07, Synergy_HSA=1.80. Drug 2: C1=CC=C(C(=C1)C(C2=CC=C(C=C2)Cl)C(Cl)Cl)Cl. Cell line: SK-MEL-28. Drug 1: C1CCN(CC1)CCOC2=CC=C(C=C2)C(=O)C3=C(SC4=C3C=CC(=C4)O)C5=CC=C(C=C5)O. (5) Drug 1: CC1C(C(CC(O1)OC2CC(CC3=C2C(=C4C(=C3O)C(=O)C5=C(C4=O)C(=CC=C5)OC)O)(C(=O)C)O)N)O.Cl. Drug 2: C1=CC=C(C(=C1)C(C2=CC=C(C=C2)Cl)C(Cl)Cl)Cl. Cell line: MDA-MB-231. Synergy scores: CSS=25.3, Synergy_ZIP=-0.406, Synergy_Bliss=5.47, Synergy_Loewe=-13.5, Synergy_HSA=5.15. (6) Drug 1: CN1CCC(CC1)COC2=C(C=C3C(=C2)N=CN=C3NC4=C(C=C(C=C4)Br)F)OC. Drug 2: C1=NC2=C(N=C(N=C2N1C3C(C(C(O3)CO)O)O)F)N. Cell line: HOP-92. Synergy scores: CSS=19.0, Synergy_ZIP=0.865, Synergy_Bliss=4.26, Synergy_Loewe=-3.43, Synergy_HSA=5.22. (7) Drug 1: C1=NC2=C(N1)C(=S)N=C(N2)N. Synergy scores: CSS=64.6, Synergy_ZIP=7.29, Synergy_Bliss=8.68, Synergy_Loewe=6.97, Synergy_HSA=9.58. Cell line: SR. Drug 2: CC(C)CN1C=NC2=C1C3=CC=CC=C3N=C2N. (8) Drug 1: CC(C)CN1C=NC2=C1C3=CC=CC=C3N=C2N. Drug 2: CC1CCCC2(C(O2)CC(NC(=O)CC(C(C(=O)C(C1O)C)(C)C)O)C(=CC3=CSC(=N3)C)C)C. Cell line: HCT-15. Synergy scores: CSS=25.4, Synergy_ZIP=3.48, Synergy_Bliss=5.75, Synergy_Loewe=-13.1, Synergy_HSA=3.80. (9) Drug 1: CC(CN1CC(=O)NC(=O)C1)N2CC(=O)NC(=O)C2. Drug 2: CC1C(C(CC(O1)OC2CC(CC3=C2C(=C4C(=C3O)C(=O)C5=C(C4=O)C(=CC=C5)OC)O)(C(=O)CO)O)N)O.Cl. Cell line: DU-145. Synergy scores: CSS=39.8, Synergy_ZIP=-1.02, Synergy_Bliss=-1.99, Synergy_Loewe=-7.75, Synergy_HSA=1.54.